From a dataset of NCI-60 drug combinations with 297,098 pairs across 59 cell lines. Regression. Given two drug SMILES strings and cell line genomic features, predict the synergy score measuring deviation from expected non-interaction effect. (1) Drug 1: COC1=NC(=NC2=C1N=CN2C3C(C(C(O3)CO)O)O)N. Drug 2: CC(C)(C#N)C1=CC(=CC(=C1)CN2C=NC=N2)C(C)(C)C#N. Cell line: MDA-MB-231. Synergy scores: CSS=12.6, Synergy_ZIP=-6.91, Synergy_Bliss=-0.144, Synergy_Loewe=-1.33, Synergy_HSA=-0.270. (2) Drug 1: C1=CC(=CC=C1C#N)C(C2=CC=C(C=C2)C#N)N3C=NC=N3. Drug 2: CC1C(C(CC(O1)OC2CC(OC(C2O)C)OC3=CC4=CC5=C(C(=O)C(C(C5)C(C(=O)C(C(C)O)O)OC)OC6CC(C(C(O6)C)O)OC7CC(C(C(O7)C)O)OC8CC(C(C(O8)C)O)(C)O)C(=C4C(=C3C)O)O)O)O. Cell line: IGROV1. Synergy scores: CSS=41.0, Synergy_ZIP=1.06, Synergy_Bliss=0.189, Synergy_Loewe=-16.5, Synergy_HSA=-0.590. (3) Drug 1: CC(C)(C#N)C1=CC(=CC(=C1)CN2C=NC=N2)C(C)(C)C#N. Drug 2: CC(C)CN1C=NC2=C1C3=CC=CC=C3N=C2N. Cell line: SK-OV-3. Synergy scores: CSS=-1.18, Synergy_ZIP=-0.979, Synergy_Bliss=-3.50, Synergy_Loewe=-1.28, Synergy_HSA=-3.08. (4) Drug 1: CCCS(=O)(=O)NC1=C(C(=C(C=C1)F)C(=O)C2=CNC3=C2C=C(C=N3)C4=CC=C(C=C4)Cl)F. Drug 2: CC(C1=C(C=CC(=C1Cl)F)Cl)OC2=C(N=CC(=C2)C3=CN(N=C3)C4CCNCC4)N. Cell line: EKVX. Synergy scores: CSS=0.792, Synergy_ZIP=0.465, Synergy_Bliss=0.0407, Synergy_Loewe=-6.21, Synergy_HSA=-2.17. (5) Drug 1: C1CC(=O)NC(=O)C1N2C(=O)C3=CC=CC=C3C2=O. Drug 2: CC12CCC3C(C1CCC2OP(=O)(O)O)CCC4=C3C=CC(=C4)OC(=O)N(CCCl)CCCl.[Na+]. Cell line: A498. Synergy scores: CSS=-28.4, Synergy_ZIP=26.6, Synergy_Bliss=21.0, Synergy_Loewe=-27.4, Synergy_HSA=-23.5. (6) Drug 1: CN(CC1=CN=C2C(=N1)C(=NC(=N2)N)N)C3=CC=C(C=C3)C(=O)NC(CCC(=O)O)C(=O)O. Drug 2: C1=NC2=C(N=C(N=C2N1C3C(C(C(O3)CO)O)F)Cl)N. Cell line: UO-31. Synergy scores: CSS=52.0, Synergy_ZIP=-2.88, Synergy_Bliss=-3.62, Synergy_Loewe=-1.61, Synergy_HSA=-1.76. (7) Drug 1: CC1C(C(CC(O1)OC2CC(CC3=C2C(=C4C(=C3O)C(=O)C5=C(C4=O)C(=CC=C5)OC)O)(C(=O)C)O)N)O.Cl. Drug 2: C1C(C(OC1N2C=C(C(=O)NC2=O)F)CO)O. Cell line: NCI-H460. Synergy scores: CSS=69.9, Synergy_ZIP=0.540, Synergy_Bliss=-0.895, Synergy_Loewe=-1.93, Synergy_HSA=3.77.